This data is from Retrosynthesis with 50K atom-mapped reactions and 10 reaction types from USPTO. The task is: Predict the reactants needed to synthesize the given product. (1) Given the product COc1ccc(S(=O)(=O)N2c3ccccc3CC2C(=O)O)cc1, predict the reactants needed to synthesize it. The reactants are: COC(=O)C1Cc2ccccc2N1S(=O)(=O)c1ccc(OC)cc1. (2) Given the product C#CCn1c(-c2ccc(OC)cc2CO)c(C2CCCCC2)c2ccc(C(=O)OC)cc21, predict the reactants needed to synthesize it. The reactants are: C#CCn1c(-c2ccc(OC)cc2CO[Si](C(C)C)(C(C)C)C(C)C)c(C2CCCCC2)c2ccc(C(=O)OC)cc21. (3) Given the product Oc1ccc2c(c1)CN(Nc1ccncc1)C2, predict the reactants needed to synthesize it. The reactants are: COc1ccc2c(c1)CN(Nc1ccncc1)C2. (4) Given the product O=C1Nc2ccc(Cl)cc2C(C#CCN2CCCC2)(C(F)(F)F)O1, predict the reactants needed to synthesize it. The reactants are: C#CC1(C(F)(F)F)OC(=O)Nc2ccc(Cl)cc21.C1CCNC1.C=O. (5) The reactants are: CC(C)CN(C)c1ccc(Br)cc1C=O.CCOC(=O)CP(=O)(OCC)OCC. Given the product CCOC(=O)/C=C/c1cc(Br)ccc1N(C)CC(C)C, predict the reactants needed to synthesize it. (6) Given the product CNC(=S)N1CCc2[nH]cnc2C1, predict the reactants needed to synthesize it. The reactants are: CN=C=S.c1nc2c([nH]1)CCNC2. (7) Given the product Brc1cncc(-c2ccsc2)c1, predict the reactants needed to synthesize it. The reactants are: Brc1cncc(Br)c1.OB(O)c1ccsc1. (8) Given the product COc1cc(S(=O)(=O)N2CCC(C(=O)O)CC2)ccc1-c1nc2c(c(C3CCCCC3)nn2C)c(=O)[nH]1, predict the reactants needed to synthesize it. The reactants are: CCOC(=O)C1CCN(S(=O)(=O)c2ccc(-c3nc4c(c(C5CCCCC5)nn4C)c(=O)[nH]3)c(OC)c2)CC1. (9) Given the product Cc1cc(F)ccc1-c1cc(OC[C@@H]2CCCN2)ncc1N(C)C(=O)C(C)(C)c1cc(C(F)(F)F)cc(C(F)(F)F)c1, predict the reactants needed to synthesize it. The reactants are: Cc1cc(F)ccc1-c1cc(Cl)ncc1N(C)C(=O)C(C)(C)c1cc(C(F)(F)F)cc(C(F)(F)F)c1.OC[C@@H]1CCCN1.